From a dataset of Peptide-MHC class I binding affinity with 185,985 pairs from IEDB/IMGT. Regression. Given a peptide amino acid sequence and an MHC pseudo amino acid sequence, predict their binding affinity value. This is MHC class I binding data. (1) The peptide sequence is GTEKLTITY. The MHC is HLA-B38:01 with pseudo-sequence HLA-B38:01. The binding affinity (normalized) is 0.0847. (2) The peptide sequence is IQYGVYIVV. The MHC is Mamu-A07 with pseudo-sequence Mamu-A07. The binding affinity (normalized) is 0.273. (3) The peptide sequence is ERPIFPHPSKPTFLP. The MHC is HLA-A68:01 with pseudo-sequence HLA-A68:01. The binding affinity (normalized) is 0.00615.